From a dataset of Forward reaction prediction with 1.9M reactions from USPTO patents (1976-2016). Predict the product of the given reaction. Given the reactants [O:1]=[C:2]1[N:6]([C:7]2[CH:12]=[CH:11][C:10]([N:13]3[CH2:18][CH2:17][O:16][CH2:15][C:14]3=[O:19])=[CH:9][CH:8]=2)[CH2:5][C@H:4]([CH2:20][N:21]2C(=O)C3C(=CC=CC=3)C2=O)[O:3]1.CN.CC(O)C.[ClH:38], predict the reaction product. The product is: [ClH:38].[NH2:21][CH2:20][C@@H:4]1[O:3][C:2](=[O:1])[N:6]([C:7]2[CH:12]=[CH:11][C:10]([N:13]3[CH2:18][CH2:17][O:16][CH2:15][C:14]3=[O:19])=[CH:9][CH:8]=2)[CH2:5]1.